This data is from Full USPTO retrosynthesis dataset with 1.9M reactions from patents (1976-2016). The task is: Predict the reactants needed to synthesize the given product. (1) Given the product [CH2:19]([C:10]12[CH2:11][CH2:12][C:13]3([O:14][CH2:15][CH2:16][O:17]3)[CH2:18][CH:9]1[CH2:8][CH2:7][O:6][C:5]1[CH:21]=[C:22]([NH2:23])[C:2]([CH3:24])=[CH:3][C:4]2=1)[CH3:20], predict the reactants needed to synthesize it. The reactants are: Br[C:2]1[C:22]([NH2:23])=[CH:21][C:5]2[O:6][CH2:7][CH2:8][CH:9]3[CH2:18][C:13]4([O:17][CH2:16][CH2:15][O:14]4)[CH2:12][CH2:11][C:10]3([CH2:19][CH3:20])[C:4]=2[CH:3]=1.[C:24]([O-])([O-])=O.[Cs+].[Cs+].COCCOC.CB1OB(C)OB(C)O1. (2) Given the product [C:38]([O:42][C:43](=[O:75])[NH:44][C:45]1([C:49]2[CH:54]=[CH:53][C:52]([C:55]3[C:64](=[O:65])[C:63]4[C:58](=[C:59]([C:6]#[N:7])[C:60]([O:66][CH3:67])=[CH:61][CH:62]=4)[O:57][C:56]=3[C:69]3[CH:74]=[CH:73][CH:72]=[CH:71][CH:70]=3)=[CH:51][CH:50]=2)[CH2:48][CH2:47][CH2:46]1)([CH3:41])([CH3:40])[CH3:39], predict the reactants needed to synthesize it. The reactants are: C(O[C:6](=O)[NH:7]C1(C2C=CC(C3C(=O)C4C(=CC=C(C#N)C=4)OC=3C3C=CC=CC=3)=CC=2)CCC1)(C)(C)C.[C:38]([O:42][C:43](=[O:75])[NH:44][C:45]1([C:49]2[CH:54]=[CH:53][C:52]([C:55]3[C:64](=[O:65])[C:63]4[C:58](=[C:59](Br)[C:60]([O:66][CH3:67])=[CH:61][CH:62]=4)[O:57][C:56]=3[C:69]3[CH:74]=[CH:73][CH:72]=[CH:71][CH:70]=3)=[CH:51][CH:50]=2)[CH2:48][CH2:47][CH2:46]1)([CH3:41])([CH3:40])[CH3:39]. (3) Given the product [NH2:1][C:2]1[O:3][CH2:4][C@:5]2([N:28]=1)[C:18]1[CH:17]=[C:16]([OH:19])[CH:15]=[CH:14][C:13]=1[O:12][C:11]1[C:6]2=[CH:7][C:8]([N:22]2[CH2:26][CH2:25][CH2:24][C:23]2=[O:27])=[CH:9][C:10]=1[F:21], predict the reactants needed to synthesize it. The reactants are: [NH2:1][C:2]1[O:3][CH2:4][C@:5]2([N:28]=1)[C:18]1[CH:17]=[C:16]([O:19]C)[CH:15]=[CH:14][C:13]=1[O:12][C:11]1[C:6]2=[CH:7][C:8]([N:22]2[CH2:26][CH2:25][CH2:24][C:23]2=[O:27])=[CH:9][C:10]=1[F:21].C(Cl)Cl. (4) Given the product [C:1]([O:5][C:6]([N:8]1[CH2:17][CH2:16][C:15]2[C:10](=[CH:11][CH:12]=[CH:13][C:14]=2[O:18][CH2:26][C:27]([O:29][CH2:30][CH3:31])=[O:28])[CH2:9]1)=[O:7])([CH3:4])([CH3:2])[CH3:3], predict the reactants needed to synthesize it. The reactants are: [C:1]([O:5][C:6]([N:8]1[CH2:17][CH2:16][C:15]2[C:10](=[CH:11][CH:12]=[CH:13][C:14]=2[OH:18])[CH2:9]1)=[O:7])([CH3:4])([CH3:3])[CH3:2].C([O-])([O-])=O.[K+].[K+].Br[CH2:26][C:27]([O:29][CH2:30][CH3:31])=[O:28].